This data is from Full USPTO retrosynthesis dataset with 1.9M reactions from patents (1976-2016). The task is: Predict the reactants needed to synthesize the given product. (1) Given the product [NH2:1][C@@H:2]([C:25]([O:27][CH2:28][CH3:29])=[O:26])[CH2:3][CH2:4][C:5]([NH:7][C@@H:8]([C:19]([O:21][CH:22]([CH3:24])[CH3:23])=[O:20])[CH2:9][C:10]1[C:18]2[C:13](=[CH:14][CH:15]=[CH:16][CH:17]=2)[NH:12][CH:11]=1)=[O:6], predict the reactants needed to synthesize it. The reactants are: [NH:1](C(OCC1C=CC=CC=1)=O)[C@@H:2]([C:25]([O:27][CH2:28][CH3:29])=[O:26])[CH2:3][CH2:4][C:5]([NH:7][C@@H:8]([C:19]([O:21][CH:22]([CH3:24])[CH3:23])=[O:20])[CH2:9][C:10]1[C:18]2[C:13](=[CH:14][CH:15]=[CH:16][CH:17]=2)[NH:12][CH:11]=1)=[O:6]. (2) The reactants are: C(N(CC)C(C)C)(C)C.Cl.[C:11]([N:15]1[CH2:19][C@@H:18]([C:20]2[CH:25]=[CH:24][C:23]([F:26])=[CH:22][C:21]=2[F:27])[C@H:17]([C:28](O)=[O:29])[CH2:16]1)([CH3:14])([CH3:13])[CH3:12].Cl.[Cl:32][C:33]1[CH:34]=[CH:35][C:36]([CH:45]2[CH2:50][CH2:49][NH:48][CH2:47][CH2:46]2)=[C:37]([C@@H:39]([NH:41][C:42](=[O:44])[CH3:43])[CH3:40])[CH:38]=1.F[P-](F)(F)(F)(F)F.N1(OC(N(C)C)=[N+](C)C)C2N=CC=CC=2N=N1. Given the product [C:11]([N:15]1[CH2:19][C@@H:18]([C:20]2[CH:25]=[CH:24][C:23]([F:26])=[CH:22][C:21]=2[F:27])[C@H:17]([C:28]([N:48]2[CH2:47][CH2:46][CH:45]([C:36]3[CH:35]=[CH:34][C:33]([Cl:32])=[CH:38][C:37]=3[C@@H:39]([NH:41][C:42](=[O:44])[CH3:43])[CH3:40])[CH2:50][CH2:49]2)=[O:29])[CH2:16]1)([CH3:14])([CH3:13])[CH3:12], predict the reactants needed to synthesize it. (3) Given the product [CH2:3]([O:5][C:6](=[O:16])[CH:7]=[C:18]1[CH2:19][CH:20]2[N:26]([C:27]([O:29][C:30]([CH3:33])([CH3:32])[CH3:31])=[O:28])[CH:24]([CH2:23][O:22][CH2:21]2)[CH2:25]1)[CH3:4].[CH2:3]([O:5][C:6](=[O:16])[CH2:7][C:18]1[CH2:19][CH:20]2[N:26]([C:27]([O:29][C:30]([CH3:33])([CH3:32])[CH3:31])=[O:28])[CH:24]([CH2:23][O:22][CH2:21]2)[CH:25]=1)[CH3:4], predict the reactants needed to synthesize it. The reactants are: [H-].[Na+].[CH2:3]([O:5][C:6](=[O:16])[CH2:7]P(OCC)(OCC)=O)[CH3:4].O=[C:18]1[CH2:25][CH:24]2[N:26]([C:27]([O:29][C:30]([CH3:33])([CH3:32])[CH3:31])=[O:28])[CH:20]([CH2:21][O:22][CH2:23]2)[CH2:19]1. (4) Given the product [F:41][C:32]1[CH:31]=[CH:30][C:35]([NH:36][C:37]([CH2:39][N:18]2[CH:17]([C:10]3[C:11]4[C:16](=[CH:15][CH:14]=[CH:13][CH:12]=4)[N:8]([CH2:7][C:6]([OH:5])=[O:29])[C:9]=3[CH3:28])[C:21]3[CH:22]=[CH:23][CH:24]=[CH:25][C:20]=3[S:19]2(=[O:27])=[O:26])=[O:38])=[CH:34][CH:33]=1, predict the reactants needed to synthesize it. The reactants are: C([O:5][C:6](=[O:29])[CH2:7][N:8]1[C:16]2[C:11](=[CH:12][CH:13]=[CH:14][CH:15]=2)[C:10]([CH:17]2[C:21]3[CH:22]=[CH:23][CH:24]=[CH:25][C:20]=3[S:19](=[O:27])(=[O:26])[NH:18]2)=[C:9]1[CH3:28])(C)(C)C.[CH:30]1[C:35]([NH:36][C:37]([CH2:39]Cl)=[O:38])=[CH:34][CH:33]=[C:32]([F:41])[CH:31]=1. (5) Given the product [CH2:27]([C:29]1[N:33]([CH2:34][CH2:35][C:36]([NH:39][CH2:21][CH:20]([C:11]2[C:12]3[O:17][CH2:16][C:15](=[O:18])[NH:14][C:13]=3[CH:19]=[C:9]([OH:8])[CH:10]=2)[OH:26])([CH3:38])[CH3:37])[N:32]=[C:31]([C:40]2[CH:45]=[CH:44][C:43]([O:46][CH3:47])=[CH:42][CH:41]=2)[N:30]=1)[CH3:28], predict the reactants needed to synthesize it. The reactants are: C([O:8][C:9]1[CH:10]=[C:11]([C:20](=[O:26])[CH:21](OCC)O)[C:12]2[O:17][CH2:16][C:15](=[O:18])[NH:14][C:13]=2[CH:19]=1)C1C=CC=CC=1.[CH2:27]([C:29]1[N:33]([CH2:34][CH2:35][C:36]([NH2:39])([CH3:38])[CH3:37])[N:32]=[C:31]([C:40]2[CH:45]=[CH:44][C:43]([O:46][CH3:47])=[CH:42][CH:41]=2)[N:30]=1)[CH3:28].FC(F)(F)C([O-])=O. (6) Given the product [CH2:2]([N:9]1[C:13](=[CH:23][N+:20]([O-:22])=[O:21])[CH2:12][CH2:11][CH:10]1[C:16]([O:18][CH3:19])=[O:17])[C:3]1[CH:8]=[CH:7][CH:6]=[CH:5][CH:4]=1, predict the reactants needed to synthesize it. The reactants are: [I-].[CH2:2]([N+:9]1[CH:10]([C:16]([O:18][CH3:19])=[O:17])[CH2:11][CH2:12][C:13]=1SC)[C:3]1[CH:8]=[CH:7][CH:6]=[CH:5][CH:4]=1.[N+:20]([CH3:23])([O-:22])=[O:21].C(N(C(C)C)CC)(C)C. (7) The reactants are: CC([O-])(C)C.[K+].[Br:7][C:8]1[CH:13]=[CH:12][C:11]([O:14][CH2:15][CH2:16]Br)=[CH:10][CH:9]=1. Given the product [Br:7][C:8]1[CH:13]=[CH:12][C:11]([O:14][CH:15]=[CH2:16])=[CH:10][CH:9]=1, predict the reactants needed to synthesize it.